From a dataset of Reaction yield outcomes from USPTO patents with 853,638 reactions. Predict the reaction yield, written as a fraction of the theoretical maximum amount of product (1.0 means a 100% yield; for example, 0.34 means a 34% yield). The reactants are Cl[CH2:2][C:3]1[CH:8]=[CH:7][N:6]=[C:5]([F:9])[CH:4]=1.CC1(C)C(C)(C)OB([C:18]2[CH:19]=[N:20][CH:21]=[C:22]([CH:27]=2)[C:23]([O:25][CH3:26])=[O:24])O1.C(=O)([O-])[O-].[K+].[K+]. The catalyst is C1COCC1.O. The product is [F:9][C:5]1[CH:4]=[C:3]([CH2:2][C:18]2[CH:19]=[N:20][CH:21]=[C:22]([CH:27]=2)[C:23]([O:25][CH3:26])=[O:24])[CH:8]=[CH:7][N:6]=1. The yield is 0.579.